The task is: Regression. Given a peptide amino acid sequence and an MHC pseudo amino acid sequence, predict their binding affinity value. This is MHC class I binding data.. This data is from Peptide-MHC class I binding affinity with 185,985 pairs from IEDB/IMGT. The peptide sequence is RVYEALYYV. The MHC is HLA-A02:06 with pseudo-sequence HLA-A02:06. The binding affinity (normalized) is 1.00.